Predict the product of the given reaction. From a dataset of Forward reaction prediction with 1.9M reactions from USPTO patents (1976-2016). (1) The product is: [CH2:1]([O:8][CH2:9][CH:10]([NH:19][C:20]([O:22][C:23]([CH3:25])([CH3:24])[CH3:26])=[O:21])[C:11](=[O:18])[CH:12]([CH2:34][C:35]([C:37]1[CH:46]=[CH:45][CH:44]=[C:43]2[C:38]=1[N:39]=[C:40]([NH:48][C:49]1([CH3:52])[CH2:51][CH2:50]1)[C:41]([CH3:47])=[N:42]2)=[O:36])[C:13]([O:15][CH2:16][CH3:17])=[O:14])[C:2]1[CH:3]=[CH:4][CH:5]=[CH:6][CH:7]=1. Given the reactants [CH2:1]([O:8][CH2:9][C@@H:10]([NH:19][C:20]([O:22][C:23]([CH3:26])([CH3:25])[CH3:24])=[O:21])[C:11](=[O:18])[CH2:12][C:13]([O:15][CH2:16][CH3:17])=[O:14])[C:2]1[CH:7]=[CH:6][CH:5]=[CH:4][CH:3]=1.C([O-])([O-])=O.[K+].[K+].Br[CH2:34][C:35]([C:37]1[CH:46]=[CH:45][CH:44]=[C:43]2[C:38]=1[N:39]=[C:40]([NH:48][C:49]1([CH3:52])[CH2:51][CH2:50]1)[C:41]([CH3:47])=[N:42]2)=[O:36].CN(C=O)C, predict the reaction product. (2) Given the reactants [NH2:1][C:2]1[CH:3]=[C:4]([C:8]2[C:16]3[C:11](=[CH:12][CH:13]=[C:14](C#N)[CH:15]=3)[N:10](C3CCCCO3)[N:9]=2)[CH:5]=[CH:6][CH:7]=1.[N:25]1[CH:30]=[CH:29][CH:28]=[C:27]([C:31](Cl)=[O:32])[CH:26]=1.[CH3:34][OH:35], predict the reaction product. The product is: [C:26]([CH:27]1[CH2:31][O:32][CH:30]([N:10]2[C:11]3[C:16](=[CH:15][CH:14]=[CH:13][CH:12]=3)[C:8]([C:4]3[CH:3]=[C:2]([NH:1][C:34](=[O:35])[CH2:3][CH:4]([CH3:8])[CH3:5])[CH:7]=[CH:6][CH:5]=3)=[N:9]2)[CH2:29][CH2:28]1)#[N:25]. (3) Given the reactants [CH3:1][N:2]([CH3:37])[CH2:3][CH2:4][N:5]([CH3:36])[C:6]1[C:11]([N+:12]([O-])=O)=[CH:10][C:9]([NH:15][C:16]2[N:21]=[C:20]([N:22]3[CH:26]=[C:25]([C:27]([F:30])([F:29])[F:28])[C:24]([CH:31]=O)=[CH:23]3)[C:19]([F:33])=[CH:18][N:17]=2)=[C:8]([O:34][CH3:35])[CH:7]=1.Cl.[CH3:39][NH:40][CH3:41], predict the reaction product. The product is: [CH3:37][N:2]([CH3:1])[CH2:3][CH2:4][N:5]([CH3:36])[C:6]1[CH:7]=[C:8]([O:34][CH3:35])[C:9]([NH:15][C:16]2[N:21]=[C:20]([N:22]3[CH:26]=[C:25]([C:27]([F:29])([F:28])[F:30])[C:24]([CH2:31][N:40]([CH3:41])[CH3:39])=[CH:23]3)[C:19]([F:33])=[CH:18][N:17]=2)=[CH:10][C:11]=1[NH:12][C:8](=[O:34])[CH:7]=[CH2:6].